From a dataset of CYP2C19 inhibition data for predicting drug metabolism from PubChem BioAssay. Regression/Classification. Given a drug SMILES string, predict its absorption, distribution, metabolism, or excretion properties. Task type varies by dataset: regression for continuous measurements (e.g., permeability, clearance, half-life) or binary classification for categorical outcomes (e.g., BBB penetration, CYP inhibition). Dataset: cyp2c19_veith. (1) The result is 1 (inhibitor). The compound is CCc1ccc(C(=O)c2oc3nc(C)cc(C)c3c2N)cc1. (2) The result is 1 (inhibitor). The compound is Cc1ccc(NS(=O)(=O)c2ccc(NC(=O)c3cccc(NC(=O)C(C)C)c3)cc2)cc1.